Dataset: Full USPTO retrosynthesis dataset with 1.9M reactions from patents (1976-2016). Task: Predict the reactants needed to synthesize the given product. (1) The reactants are: [Cl:1][C:2]1[CH:7]=[C:6]([N+:8]([O-])=O)[CH:5]=[CH:4][C:3]=1[C:11]1[N:15]([CH3:16])[N:14]=[N:13][N:12]=1.[Cl-].[NH4+].CO. Given the product [Cl:1][C:2]1[CH:7]=[C:6]([NH2:8])[CH:5]=[CH:4][C:3]=1[C:11]1[N:15]([CH3:16])[N:14]=[N:13][N:12]=1, predict the reactants needed to synthesize it. (2) Given the product [C:16]([C:13]([CH3:15])([CH3:14])[C@H:11]([NH:10][C:9]1[C:4]2[N:5]([CH:21]=[C:2]([C:27]3[CH:28]=[N:29][C:24]([O:23][CH3:22])=[CH:25][CH:26]=3)[CH:3]=2)[N:6]=[CH:7][C:8]=1[C:18]([NH2:20])=[O:19])[CH3:12])#[N:17], predict the reactants needed to synthesize it. The reactants are: Br[C:2]1[CH:3]=[C:4]2[C:9]([NH:10][C@@H:11]([C:13]([C:16]#[N:17])([CH3:15])[CH3:14])[CH3:12])=[C:8]([C:18]([NH2:20])=[O:19])[CH:7]=[N:6][N:5]2[CH:21]=1.[CH3:22][O:23][C:24]1[N:29]=[CH:28][C:27](B(O)O)=[CH:26][CH:25]=1.C1(P(C2CCCCC2)C2C=CC=CC=2C2C(C(C)C)=CC(C(C)C)=CC=2C(C)C)CCCCC1.P(=O)(O)(O)O.[K]. (3) Given the product [F:47][C:44]([F:45])([F:46])[C:42]1[CH:41]=[C:5]([CH:4]=[C:3]([C:2]([F:49])([F:48])[F:1])[CH:43]=1)[C:6]([N:8]1[CH2:12][C@@:11]([CH2:20][CH2:21][N:22]2[CH2:27][CH2:26][C:25]3([C:35]4[C:30](=[CH:31][CH:32]=[CH:33][CH:34]=4)[CH2:29][C@@H:28]3[O:36][CH2:54][C:53]([N:52]([CH3:50])[CH2:55][CH2:56][CH2:69][CH2:70][CH2:71][CH2:72][C:73]([O:75][CH2:76][CH3:77])=[O:74])=[O:59])[CH2:24][CH2:23]2)([C:13]2[CH:18]=[CH:17][C:16]([F:19])=[CH:15][CH:14]=2)[O:10][CH2:9]1)=[O:7], predict the reactants needed to synthesize it. The reactants are: [F:1][C:2]([F:49])([F:48])[C:3]1[CH:4]=[C:5]([CH:41]=[C:42]([C:44]([F:47])([F:46])[F:45])[CH:43]=1)[C:6]([N:8]1[CH2:12][C@@:11]([CH2:20][CH2:21][N:22]2[CH2:27][CH2:26][C:25]3([C:35]4[C:30](=[CH:31][CH:32]=[CH:33][CH:34]=4)[CH2:29][C@@H:28]3[O:36]CC(O)=O)[CH2:24][CH2:23]2)([C:13]2[CH:18]=[CH:17][C:16]([F:19])=[CH:15][CH:14]=2)[O:10][CH2:9]1)=[O:7].[CH2:50]([N:52]([CH2:55][CH3:56])[CH2:53][CH3:54])C.ClC(OCC(C)C)=[O:59].CNCC[CH2:69][CH2:70][CH2:71][CH2:72][C:73]([O:75][CH2:76][CH3:77])=[O:74].C(=O)([O-])O.[Na+]. (4) The reactants are: [CH3:1][CH:2]([CH2:4][CH2:5][CH2:6][C@H:7]([C@@H:9]1[C@:26]2([CH3:27])[C@H:12]([C@H:13]3[C@H:23]([CH2:24][CH2:25]2)[C@:21]2([CH3:22])[C:16]([CH2:17][C@@H:18]([N:28](S(C4C=CC=CC=4[N+]([O-])=O)(=O)=O)[CH2:29][CH2:30][CH2:31][NH:32][C:33](=[O:52])[CH2:34][CH2:35][CH2:36][CH2:37][CH2:38][NH:39][C:40]4[CH:45]=[CH:44][C:43]([N+:46]([O-:48])=[O:47])=[CH:42][C:41]=4[N+:49]([O-:51])=[O:50])[CH2:19][CH2:20]2)=[CH:15][CH2:14]3)[CH2:11][CH2:10]1)[CH3:8])[CH3:3].C([O-])([O-])=O.[K+].[K+].C1(S)C=CC=CC=1. Given the product [CH3:3][CH:2]([CH2:4][CH2:5][CH2:6][C@H:7]([C@@H:9]1[C@:26]2([CH3:27])[C@H:12]([C@H:13]3[C@H:23]([CH2:24][CH2:25]2)[C@:21]2([CH3:22])[C:16]([CH2:17][C@@H:18]([NH:28][CH2:29][CH2:30][CH2:31][NH:32][C:33](=[O:52])[CH2:34][CH2:35][CH2:36][CH2:37][CH2:38][NH:39][C:40]4[CH:45]=[CH:44][C:43]([N+:46]([O-:48])=[O:47])=[CH:42][C:41]=4[N+:49]([O-:51])=[O:50])[CH2:19][CH2:20]2)=[CH:15][CH2:14]3)[CH2:11][CH2:10]1)[CH3:8])[CH3:1], predict the reactants needed to synthesize it. (5) Given the product [CH3:27][C:28]1([CH3:34])[CH2:33][CH2:32][CH2:31][N:30]([CH2:15][C@H:12]([C@@H:11]2[C@:16]3([CH3:24])[C:8]([C:7]4[CH2:6][CH2:5][C@@H:4]5[C@:20]([C:19]=4[CH2:18][CH2:17]3)([CH3:23])[CH2:21][CH2:22][C@H:2]([OH:1])[C:3]5([CH3:26])[CH3:25])=[CH:9][CH2:10]2)[CH3:13])[CH2:29]1, predict the reactants needed to synthesize it. The reactants are: [OH:1][C@H:2]1[CH2:22][CH2:21][C@@:20]2([CH3:23])[CH:4]([CH2:5][CH2:6][C:7]3[C:8]4[C@:16]([CH3:24])([CH2:17][CH2:18][C:19]=32)[C@@H:11]([C@H:12]([CH3:15])[CH:13]=O)[CH2:10][CH:9]=4)[C:3]1([CH3:26])[CH3:25].[CH3:27][C:28]1([CH3:34])[CH2:33][CH2:32][CH2:31][NH:30][CH2:29]1.C(O[BH-](OC(=O)C)OC(=O)C)(=O)C.[Na+]. (6) The reactants are: [Cl:1][C:2]1[C:11]2[C:6](=[CH:7][CH:8]=[C:9]([F:12])[CH:10]=2)[N:5]=[C:4]([C:13]([O:15]CC)=O)[N:3]=1.[F:18][C:19]1[CH:24]=[CH:23][C:22]([Mg]Br)=[CH:21][CH:20]=1.C1COCC1. Given the product [Cl:1][C:2]1[C:11]2[C:6](=[CH:7][CH:8]=[C:9]([F:12])[CH:10]=2)[N:5]=[C:4]([C:13]([C:22]2[CH:23]=[CH:24][C:19]([F:18])=[CH:20][CH:21]=2)=[O:15])[N:3]=1, predict the reactants needed to synthesize it. (7) Given the product [N:17]1[CH:22]=[CH:21][CH:20]=[CH:19][C:18]=1[C:2]1[CH:11]=[CH:10][C:9]2[C:4](=[C:5]([O:12][CH:13]([CH3:15])[CH3:14])[CH:6]=[CH:7][CH:8]=2)[N:3]=1, predict the reactants needed to synthesize it. The reactants are: I[C:2]1[CH:11]=[CH:10][C:9]2[C:4](=[C:5]([O:12][CH:13]([CH3:15])[CH3:14])[CH:6]=[CH:7][CH:8]=2)[N:3]=1.[Br-].[N:17]1[CH:22]=[CH:21][CH:20]=[CH:19][C:18]=1[Zn+].[NH4+].[Cl-]. (8) Given the product [CH3:1][N:2]([CH3:12])[C:3]1[C:11]([C:13](=[O:17])[CH:14]([CH3:16])[CH3:15])=[C:6]2[CH:7]=[CH:8][CH:9]=[CH:10][N:5]2[N:4]=1, predict the reactants needed to synthesize it. The reactants are: [CH3:1][N:2]([CH3:12])[C:3]1[CH:11]=[C:6]2[CH:7]=[CH:8][CH:9]=[CH:10][N:5]2[N:4]=1.[C:13](Cl)(=[O:17])[CH:14]([CH3:16])[CH3:15].[Al+3].[Cl-].[Cl-].[Cl-].